This data is from Full USPTO retrosynthesis dataset with 1.9M reactions from patents (1976-2016). The task is: Predict the reactants needed to synthesize the given product. (1) Given the product [CH3:7][O:8][C:9]([C:11]1[S:12][CH:13]=[CH:14][C:15]=1[S:16](=[O:27])(=[O:28])[N:17]([CH2:18][CH2:19][C:20]1[CH:21]=[CH:22][C:23]([F:26])=[CH:24][CH:25]=1)[CH3:1])=[O:10], predict the reactants needed to synthesize it. The reactants are: [C:1](=O)([O-])[O-].[K+].[K+].[CH3:7][O:8][C:9]([C:11]1[S:12][CH:13]=[CH:14][C:15]=1[S:16](=[O:28])(=[O:27])[NH:17][CH2:18][CH2:19][C:20]1[CH:25]=[CH:24][C:23]([F:26])=[CH:22][CH:21]=1)=[O:10].CI. (2) Given the product [F:23][C:6]1[CH:7]=[C:8]([O:12][Si:13]([CH:20]([CH3:22])[CH3:21])([CH:17]([CH3:19])[CH3:18])[CH:14]([CH3:16])[CH3:15])[C:9]([CH3:11])=[CH:10][C:5]=1[C:3](=[O:4])[CH2:2][N:37]1[CH2:38][CH2:39][C:34]([OH:40])([C:31]2[CH:32]=[N:33][C:28]([O:27][CH3:26])=[CH:29][CH:30]=2)[CH2:35][CH2:36]1, predict the reactants needed to synthesize it. The reactants are: Br[CH2:2][C:3]([C:5]1[CH:10]=[C:9]([CH3:11])[C:8]([O:12][Si:13]([CH:20]([CH3:22])[CH3:21])([CH:17]([CH3:19])[CH3:18])[CH:14]([CH3:16])[CH3:15])=[CH:7][C:6]=1[F:23])=[O:4].Cl.Cl.[CH3:26][O:27][C:28]1[N:33]=[CH:32][C:31]([C:34]2([OH:40])[CH2:39][CH2:38][NH:37][CH2:36][CH2:35]2)=[CH:30][CH:29]=1. (3) Given the product [O:1]1[C:6]2[CH:7]=[CH:8][C:9]([S:11]([N:14]([CH2:19][C@H:20]3[O:24][C:23]([CH3:26])([CH3:25])[N:22]([C:27]([O:29][C@@H:30]4[C@H:37]5[C@H:33]([O:34][CH2:35][CH2:36]5)[O:32][CH2:31]4)=[O:28])[C@H:21]3[CH2:38][C:39]3[CH:44]=[CH:43][C:42]([O:45][CH2:53][C:48]4[CH:49]=[CH:50][CH:51]=[CH:52][N:47]=4)=[CH:41][CH:40]=3)[CH2:15][CH:16]([CH3:17])[CH3:18])(=[O:12])=[O:13])=[CH:10][C:5]=2[O:4][CH2:3][CH2:2]1, predict the reactants needed to synthesize it. The reactants are: [O:1]1[C:6]2[CH:7]=[CH:8][C:9]([S:11]([N:14]([CH2:19][C@H:20]3[O:24][C:23]([CH3:26])([CH3:25])[N:22]([C:27]([O:29][C@@H:30]4[C@H:37]5[C@H:33]([O:34][CH2:35][CH2:36]5)[O:32][CH2:31]4)=[O:28])[C@H:21]3[CH2:38][C:39]3[CH:44]=[CH:43][C:42]([OH:45])=[CH:41][CH:40]=3)[CH2:15][CH:16]([CH3:18])[CH3:17])(=[O:13])=[O:12])=[CH:10][C:5]=2[O:4][CH2:3][CH2:2]1.Cl.[N:47]1[CH:52]=[CH:51][CH:50]=[CH:49][C:48]=1[CH2:53]Cl.C(=O)([O-])[O-].[Cs+].[Cs+]. (4) Given the product [Br:10][C:5]1[CH:6]=[C:7]([CH:8]=[C:3]([O:2][CH3:1])[CH:4]=1)[C:9]([OH:12])=[O:17], predict the reactants needed to synthesize it. The reactants are: [CH3:1][O:2][C:3]1[CH:4]=[C:5]([Br:10])[CH:6]=[C:7]([CH3:9])[CH:8]=1.[Mn]([O-])(=O)(=O)=[O:12].[K+].[OH2:17].